Task: Regression/Classification. Given a drug SMILES string, predict its toxicity properties. Task type varies by dataset: regression for continuous values (e.g., LD50, hERG inhibition percentage) or binary classification for toxic/non-toxic outcomes (e.g., AMES mutagenicity, cardiotoxicity, hepatotoxicity). Dataset: herg_karim.. Dataset: hERG potassium channel inhibition data for cardiac toxicity prediction from Karim et al. The compound is CNCc1ccc(OC)cc1Oc1ccc(Cl)c(Cl)c1. The result is 1 (blocker).